This data is from Reaction yield outcomes from USPTO patents with 853,638 reactions. The task is: Predict the reaction yield, written as a fraction of the theoretical maximum amount of product (1.0 means a 100% yield; for example, 0.34 means a 34% yield). (1) The reactants are [C:1](Cl)(=[O:6])[C:2]([CH3:5])([CH3:4])[CH3:3].[NH2:8][C:9]1[CH:10]=[C:11]([OH:15])[CH:12]=[CH:13][CH:14]=1.C(=O)([O-])[O-].[Na+].[Na+]. The catalyst is C(OCC)(=O)C.O. The product is [OH:15][C:11]1[CH:10]=[C:9]([NH:8][C:1](=[O:6])[C:2]([CH3:5])([CH3:4])[CH3:3])[CH:14]=[CH:13][CH:12]=1. The yield is 0.900. (2) The reactants are [Cl:1][C:2]1[CH:7]=[CH:6][CH:5]=[C:4]([Cl:8])[C:3]=1Br.[OH-].[Na+].[CH3:12][O:13][C:14]1[C:19]([O:20][CH3:21])=[CH:18][CH:17]=[CH:16][C:15]=1B(O)O. The catalyst is COCCOC.O. The product is [Cl:1][C:2]1[CH:7]=[CH:6][CH:5]=[C:4]([Cl:8])[C:3]=1[C:18]1[CH:17]=[CH:16][CH:15]=[C:14]([O:13][CH3:12])[C:19]=1[O:20][CH3:21]. The yield is 0.720.